From a dataset of Forward reaction prediction with 1.9M reactions from USPTO patents (1976-2016). Predict the product of the given reaction. (1) Given the reactants [CH3:1][NH:2][N:3]1[C:7](=[O:8])[CH2:6][S:5][C:4]1=[O:9].[Cl:10][C:11]1[CH:28]=[CH:27][C:14]([CH2:15][N:16]2[C:24]3[C:19](=[CH:20][C:21]([CH:25]=O)=[CH:22][CH:23]=3)[CH:18]=[N:17]2)=[C:13]([C:29]([F:32])([F:31])[F:30])[CH:12]=1, predict the reaction product. The product is: [Cl:10][C:11]1[CH:28]=[CH:27][C:14]([CH2:15][N:16]2[C:24]3[C:19](=[CH:20][C:21](/[CH:25]=[C:6]4/[C:7](=[O:8])[N:3]([NH:2][CH3:1])[C:4](=[O:9])[S:5]/4)=[CH:22][CH:23]=3)[CH:18]=[N:17]2)=[C:13]([C:29]([F:30])([F:32])[F:31])[CH:12]=1. (2) Given the reactants [NH2:1][CH2:2][CH2:3][NH:4][C:5](=[O:7])[CH3:6].C(N(CC)CC)C.[Br:15][C:16]1[C:17](Cl)=[N:18][C:19]([Cl:22])=[N:20][CH:21]=1, predict the reaction product. The product is: [Br:15][C:16]1[C:17]([NH:1][CH2:2][CH2:3][NH:4][C:5](=[O:7])[CH3:6])=[N:18][C:19]([Cl:22])=[N:20][CH:21]=1. (3) Given the reactants [CH3:1][O:2][C:3]1[CH:4]=[C:5]2[C:10](=[CH:11][C:12]=1[O:13][CH3:14])[N:9]=[CH:8][N:7]=[C:6]2[O:15][C:16]1[CH:17]=[C:18]([CH:20]=[CH:21][CH:22]=1)[NH2:19].[C:23]([C:27]1[CH:28]=[C:29]([NH:33][C:34](=O)[O:35]C2C=CC=CC=2)[CH:30]=[CH:31][CH:32]=1)([CH3:26])([CH3:25])[CH3:24], predict the reaction product. The product is: [C:23]([C:27]1[CH:28]=[C:29]([NH:33][C:34]([NH:19][C:18]2[CH:20]=[CH:21][CH:22]=[C:16]([O:15][C:6]3[C:5]4[C:10](=[CH:11][C:12]([O:13][CH3:14])=[C:3]([O:2][CH3:1])[CH:4]=4)[N:9]=[CH:8][N:7]=3)[CH:17]=2)=[O:35])[CH:30]=[CH:31][CH:32]=1)([CH3:26])([CH3:24])[CH3:25]. (4) Given the reactants Br[C:2]1[CH:3]=[C:4]([CH2:9][O:10][CH3:11])[C:5]([CH3:8])=[N:6][CH:7]=1.[CH3:12][C:13]1([CH3:29])[C:17]([CH3:19])([CH3:18])[O:16][B:15]([B:15]2[O:16][C:17]([CH3:19])([CH3:18])[C:13]([CH3:29])([CH3:12])[O:14]2)[O:14]1.C([O-])(=O)C.[K+], predict the reaction product. The product is: [CH3:11][O:10][CH2:9][C:4]1[C:5]([CH3:8])=[N:6][CH:7]=[C:2]([B:15]2[O:16][C:17]([CH3:19])([CH3:18])[C:13]([CH3:29])([CH3:12])[O:14]2)[CH:3]=1.